From a dataset of Full USPTO retrosynthesis dataset with 1.9M reactions from patents (1976-2016). Predict the reactants needed to synthesize the given product. (1) Given the product [F:1][C:2]1[C:10]2[N:9]([CH2:18][C:19]([C:22]3[CH:27]=[CH:26][N:25]=[CH:24][CH:23]=3)([OH:20])[CH3:21])[C:8]3[CH2:11][CH2:12][N:13]([CH3:15])[CH2:14][C:7]=3[C:6]=2[CH:5]=[CH:4][CH:3]=1, predict the reactants needed to synthesize it. The reactants are: [F:1][C:2]1[C:10]2[NH:9][C:8]3[CH2:11][CH2:12][N:13]([CH3:15])[CH2:14][C:7]=3[C:6]=2[CH:5]=[CH:4][CH:3]=1.[H-].[Na+].[CH3:18][C:19]1([C:22]2[CH:27]=[CH:26][N:25]=[CH:24][CH:23]=2)[CH2:21][O:20]1. (2) Given the product [Cl:1][C:2]1[CH:9]=[C:8]([N:10]([CH2:16][C:17]2[CH:22]=[C:21]([Cl:23])[CH:20]=[CH:19][C:18]=2[Cl:24])[C@H:11]2[CH2:15][CH2:14][N:13]([S:27]([CH2:25][CH3:26])(=[O:29])=[O:28])[CH2:12]2)[CH:7]=[CH:6][C:3]=1[C:4]#[N:5], predict the reactants needed to synthesize it. The reactants are: [Cl:1][C:2]1[CH:9]=[C:8]([N:10]([CH2:16][C:17]2[CH:22]=[C:21]([Cl:23])[CH:20]=[CH:19][C:18]=2[Cl:24])[C@H:11]2[CH2:15][CH2:14][NH:13][CH2:12]2)[CH:7]=[CH:6][C:3]=1[C:4]#[N:5].[CH2:25]([S:27](Cl)(=[O:29])=[O:28])[CH3:26]. (3) Given the product [CH2:9]([CH:11]([CH2:15][CH2:16][CH2:17][CH3:18])[CH2:12][C:1]1[CH:2]=[CH:3][CH:4]=[CH:5][C:6]=1[CH2:12][CH:11]([CH2:9][CH3:10])[CH2:15][CH2:16][CH2:17][CH3:18])[CH3:10], predict the reactants needed to synthesize it. The reactants are: [CH:1]1[C:6](Cl)=[CH:5][CH:4]=[C:3](Cl)[CH:2]=1.[CH2:9]([CH:11]([CH2:15][CH2:16][CH2:17][CH3:18])[CH2:12][Mg]Br)[CH3:10]. (4) Given the product [ClH:33].[F:22][C:23]1[CH:28]=[CH:27][C:26]([F:29])=[CH:25][C:24]=1[NH:30][C:31]([NH:11][C@H:8]1[CH2:9][C@H:10]2[C@:5]([C:12]3[CH:17]=[CH:16][C:15]([O:18][CH3:19])=[C:14]([O:20][CH3:21])[CH:13]=3)([CH2:4][CH2:3][N:2]2[CH3:1])[CH2:6][CH2:7]1)=[O:32], predict the reactants needed to synthesize it. The reactants are: [CH3:1][N:2]1[C@@H:10]2[C@@:5]([C:12]3[CH:17]=[CH:16][C:15]([O:18][CH3:19])=[C:14]([O:20][CH3:21])[CH:13]=3)([CH2:6][CH2:7][C@@H:8]([NH2:11])[CH2:9]2)[CH2:4][CH2:3]1.[F:22][C:23]1[CH:28]=[CH:27][C:26]([F:29])=[CH:25][C:24]=1[N:30]=[C:31]=[O:32].[Cl:33]CCl.